From a dataset of Catalyst prediction with 721,799 reactions and 888 catalyst types from USPTO. Predict which catalyst facilitates the given reaction. (1) Reactant: [CH3:1][C:2]1[C:6]([C:7]2[CH:13]=[CH:12][C:10]([NH2:11])=[C:9]([N+:14]([O-:16])=[O:15])[CH:8]=2)=[C:5]([CH3:17])[O:4][N:3]=1.[I:18]I. Product: [CH3:1][C:2]1[C:6]([C:7]2[CH:8]=[C:9]([N+:14]([O-:16])=[O:15])[C:10]([NH2:11])=[C:12]([I:18])[CH:13]=2)=[C:5]([CH3:17])[O:4][N:3]=1. The catalyst class is: 14. (2) Reactant: [Cl:1][C:2]1[CH:9]=[C:8]([CH3:10])[CH:7]=[CH:6][C:3]=1[CH2:4]O.S(Cl)([Cl:13])=O. Product: [Cl:1][C:2]1[CH:9]=[C:8]([CH3:10])[CH:7]=[CH:6][C:3]=1[CH2:4][Cl:13]. The catalyst class is: 4. (3) Reactant: C1C=C(Cl)C=C(C(OO)=O)C=1.[CH2:12]([O:19][C:20]1[CH:21]=[CH:22][C:23]2[C:24]3[N:32]([CH2:33][CH:34]4[CH2:38][O:37][C:36]([CH3:40])([CH3:39])[O:35]4)[C:31]([CH2:41][O:42][CH2:43][CH3:44])=[N:30][C:25]=3[CH:26]=[N:27][C:28]=2[CH:29]=1)[C:13]1[CH:18]=[CH:17][CH:16]=[CH:15][CH:14]=1.[OH-].[NH4+:46].C1(C)C=CC(S(Cl)(=O)=O)=CC=1. Product: [CH2:12]([O:19][C:20]1[CH:21]=[CH:22][C:23]2[C:24]3[N:32]([CH2:33][CH:34]4[CH2:38][O:37][C:36]([CH3:39])([CH3:40])[O:35]4)[C:31]([CH2:41][O:42][CH2:43][CH3:44])=[N:30][C:25]=3[C:26]([NH2:46])=[N:27][C:28]=2[CH:29]=1)[C:13]1[CH:18]=[CH:17][CH:16]=[CH:15][CH:14]=1. The catalyst class is: 4. (4) Reactant: [CH3:1][C:2]1([CH3:18])[C:6]([CH3:8])([CH3:7])[O:5][B:4]([C:9]2[CH:14]=[CH:13][C:12]([CH2:15][C:16]#[N:17])=[CH:11][CH:10]=2)[O:3]1.[H-].[Na+].[CH2:21](I)[CH3:22].[CH2:24]1COC[CH2:25]1. The catalyst class is: 3. Product: [CH2:24]([C:15]([C:12]1[CH:13]=[CH:14][C:9]([B:4]2[O:3][C:2]([CH3:18])([CH3:1])[C:6]([CH3:7])([CH3:8])[O:5]2)=[CH:10][CH:11]=1)([CH2:21][CH3:22])[C:16]#[N:17])[CH3:25].